Dataset: Reaction yield outcomes from USPTO patents with 853,638 reactions. Task: Predict the reaction yield, written as a fraction of the theoretical maximum amount of product (1.0 means a 100% yield; for example, 0.34 means a 34% yield). (1) The reactants are [CH3:1][O:2][C:3]1[CH:12]=[C:11]2[C:6]([CH2:7][CH2:8][CH2:9][C:10]2([CH3:14])[CH3:13])=[CH:5][C:4]=1[CH3:15].C(O)(=[O:18])C. The catalyst is O. The product is [CH3:1][O:2][C:3]1[CH:12]=[C:11]2[C:6](=[CH:5][C:4]=1[CH3:15])[C:7](=[O:18])[CH2:8][CH2:9][C:10]2([CH3:13])[CH3:14]. The yield is 0.720. (2) The reactants are Br[C:2]1[CH:11]=[N:10][C:9]2[C:8]([N:12]3[CH2:17][CH2:16][O:15][CH2:14][CH2:13]3)=[N:7][C:6]([Cl:18])=[N:5][C:4]=2[CH:3]=1.[N:19]1[CH:24]=[C:23](B(O)O)[CH:22]=[N:21][CH:20]=1.C(=O)([O-])[O-].[Na+].[Na+].CN(C=O)C. The catalyst is Cl[Pd](Cl)([P](C1C=CC=CC=1)(C1C=CC=CC=1)C1C=CC=CC=1)[P](C1C=CC=CC=1)(C1C=CC=CC=1)C1C=CC=CC=1.O. The product is [Cl:18][C:6]1[N:7]=[C:8]([N:12]2[CH2:17][CH2:16][O:15][CH2:14][CH2:13]2)[C:9]2[N:10]=[CH:11][C:2]([C:23]3[CH:24]=[N:19][CH:20]=[N:21][CH:22]=3)=[CH:3][C:4]=2[N:5]=1. The yield is 0.430. (3) The reactants are [O:1]=[O+][O-].C=[C:5]1[CH2:8][CH:7]([C:9]([O:11][CH2:12][CH2:13][CH3:14])=[O:10])[CH2:6]1.CSC. The catalyst is CO. The product is [O:1]=[C:5]1[CH2:8][CH:7]([C:9]([O:11][CH2:12][CH2:13][CH3:14])=[O:10])[CH2:6]1. The yield is 0.880. (4) The reactants are [F:1][C:2]1[CH:3]=[C:4]([N:9]2[C:13]([CH3:15])([CH3:14])[C:12](=[O:16])[N:11]([C:17]3[CH:24]=[CH:23][C:20]([C:21]#[N:22])=[C:19]([C:25]([F:28])([F:27])[F:26])[CH:18]=3)[C:10]2=[S:29])[CH:5]=[CH:6][C:7]=1[OH:8].[O:30]1[CH2:34][CH2:33][C@@H:32](OS(C2C=CC(C)=CC=2)(=O)=O)[CH2:31]1.C(=O)([O-])[O-].[Cs+].[Cs+].CN(C)C(=O)C. The catalyst is O. The product is [F:1][C:2]1[CH:3]=[C:4]([N:9]2[C:13]([CH3:14])([CH3:15])[C:12](=[O:16])[N:11]([C:17]3[CH:24]=[CH:23][C:20]([C:21]#[N:22])=[C:19]([C:25]([F:26])([F:27])[F:28])[CH:18]=3)[C:10]2=[S:29])[CH:5]=[CH:6][C:7]=1[O:8][C@H:32]1[CH2:33][CH2:34][O:30][CH2:31]1. The yield is 0.779. (5) The reactants are [N+:1]([C:4]1[CH:13]=[CH:12][CH:11]=[C:10]2[C:5]=1[N:6]=[CH:7][CH:8]=[N:9]2)([O-])=O.Cl[Sn]Cl. The catalyst is Cl.CO. The product is [N:9]1[C:10]2[C:5](=[C:4]([NH2:1])[CH:13]=[CH:12][CH:11]=2)[N:6]=[CH:7][CH:8]=1. The yield is 0.980.